From a dataset of Reaction yield outcomes from USPTO patents with 853,638 reactions. Predict the reaction yield, written as a fraction of the theoretical maximum amount of product (1.0 means a 100% yield; for example, 0.34 means a 34% yield). (1) The reactants are Br[C:2]1[N:7]=[C:6]([C:8]([O:10][CH3:11])=[O:9])[CH:5]=[CH:4][C:3]=1[F:12].[F:13][C:14]1[CH:15]=[C:16]([C:30]2([OH:36])[CH2:35][CH2:34][O:33][CH2:32][CH2:31]2)[CH:17]=[C:18]([F:29])[C:19]=1B1OC(C)(C)C(C)(C)O1. No catalyst specified. The product is [F:29][C:18]1[CH:17]=[C:16]([C:30]2([OH:36])[CH2:31][CH2:32][O:33][CH2:34][CH2:35]2)[CH:15]=[C:14]([F:13])[C:19]=1[C:2]1[N:7]=[C:6]([C:8]([O:10][CH3:11])=[O:9])[CH:5]=[CH:4][C:3]=1[F:12]. The yield is 0.280. (2) The reactants are [H-].[Na+].CS(C)=O.[NH2:7][C:8]1[CH:13]=[CH:12][C:11]([OH:14])=[CH:10][C:9]=1[N+:15]([O-:17])=[O:16].Cl[C:19]1[C:28]2[C:23](=[CH:24][C:25]([O:31][CH3:32])=[C:26]([O:29][CH3:30])[CH:27]=2)[N:22]=[CH:21][CH:20]=1. The catalyst is O. The product is [CH3:30][O:29][C:26]1[CH:27]=[C:28]2[C:23](=[CH:24][C:25]=1[O:31][CH3:32])[N:22]=[CH:21][CH:20]=[C:19]2[O:14][C:11]1[CH:12]=[CH:13][C:8]([NH2:7])=[C:9]([N+:15]([O-:17])=[O:16])[CH:10]=1. The yield is 0.230. (3) The reactants are [NH:1]1[CH:5]=[CH:4][CH:3]=[C:2]1[C:6]([OH:8])=[O:7].[N+](=[CH2:11])=[N-].C(O)(=O)C. The catalyst is C(OCC)C. The product is [CH3:11][O:7][C:6]([C:2]1[NH:1][CH:5]=[CH:4][CH:3]=1)=[O:8]. The yield is 0.880. (4) The reactants are [Cl:1][C:2]1[CH:3]=[C:4](/[CH:8]=[CH:9]\[CH2:10][CH2:11][NH2:12])[CH:5]=[CH:6][CH:7]=1.[H][H]. The catalyst is CO.[Pt](=O)=O. The product is [Cl:1][C:2]1[CH:3]=[C:4]([CH2:8][CH2:9][CH2:10][CH2:11][NH2:12])[CH:5]=[CH:6][CH:7]=1. The yield is 0.980.